From a dataset of Reaction yield outcomes from USPTO patents with 853,638 reactions. Predict the reaction yield, written as a fraction of the theoretical maximum amount of product (1.0 means a 100% yield; for example, 0.34 means a 34% yield). (1) The reactants are [CH3:1][O:2][C:3]1[C:11]2[O:10][C:9]([CH3:13])([CH3:12])[CH2:8][C:7]=2[CH:6]=[C:5]([C:14]([O:16]C)=[O:15])[CH:4]=1.[OH-].[Na+]. The catalyst is CO. The product is [CH3:1][O:2][C:3]1[C:11]2[O:10][C:9]([CH3:13])([CH3:12])[CH2:8][C:7]=2[CH:6]=[C:5]([C:14]([OH:16])=[O:15])[CH:4]=1. The yield is 0.680. (2) The product is [O:37]=[C:33]1[N:32]([C:28]2[CH:27]=[C:26]([CH2:25][CH:24]=[O:23])[CH:31]=[CH:30][CH:29]=2)[CH2:36][CH2:35][O:34]1. The reactants are CC(OI1(OC(C)=O)(OC(C)=O)OC(=O)C2C1=CC=CC=2)=O.[OH:23][CH2:24][CH2:25][C:26]1[CH:27]=[C:28]([N:32]2[CH2:36][CH2:35][O:34][C:33]2=[O:37])[CH:29]=[CH:30][CH:31]=1. The catalyst is ClCCl. The yield is 0.890. (3) The reactants are [ClH:1].C(OC([NH:9][C@H:10]1[C@@H:14]([CH2:15][F:16])[CH2:13][NH:12][CH2:11]1)=O)(C)(C)C. The catalyst is O. The product is [ClH:1].[ClH:1].[NH2:9][C@H:10]1[C@@H:14]([CH2:15][F:16])[CH2:13][NH:12][CH2:11]1. The yield is 0.750. (4) The product is [Br:11][C:7]1[CH:6]=[C:5]2[C:4](=[C:9]([Cl:10])[CH:8]=1)[C:3](=[O:14])[N:22]([CH2:20][CH3:21])[CH2:12]2. The reactants are CO[C:3](=[O:14])[C:4]1[C:9]([Cl:10])=[CH:8][C:7]([Br:11])=[CH:6][C:5]=1[CH2:12]Br.C1COCC1.[CH2:20]([NH2:22])[CH3:21].C([O-])([O-])=O.[K+].[K+]. The catalyst is C1(C)C=CC=CC=1.CCCCCC.C(OCC)(=O)C. The yield is 0.370.